From a dataset of Full USPTO retrosynthesis dataset with 1.9M reactions from patents (1976-2016). Predict the reactants needed to synthesize the given product. The reactants are: [CH3:1][O:2][C:3]1[CH:4]=[C:5]([CH:8]=[CH:9][C:10]=1[C:11]1[CH:16]=[CH:15][CH:14]=[CH:13][N:12]=1)[C:6]#[N:7].[NH2:17][N:18]1[CH:23]=[CH:22][CH:21]=[CH:20][C:19]1=O.CC(C)([O-])C.[K+]. Given the product [CH3:1][O:2][C:3]1[CH:4]=[C:5]([C:6]2[N:7]=[C:19]3[CH:20]=[CH:21][CH:22]=[CH:23][N:18]3[N:17]=2)[CH:8]=[CH:9][C:10]=1[C:11]1[CH:16]=[CH:15][CH:14]=[CH:13][N:12]=1, predict the reactants needed to synthesize it.